From a dataset of Forward reaction prediction with 1.9M reactions from USPTO patents (1976-2016). Predict the product of the given reaction. (1) Given the reactants [CH3:1][C:2]1[C:3]([O:18][CH2:19][CH2:20][CH2:21][NH:22][S:23]([CH3:26])(=[O:25])=[O:24])=[CH:4][N:5]2[C:10]=1[C:9]([O:11]C1C=CC=CC=1)=[N:8][CH:7]=[N:6]2.CS(N)(=O)=O, predict the reaction product. The product is: [OH:11][C:9]1[C:10]2=[C:2]([CH3:1])[C:3]([O:18][CH2:19][CH2:20][CH2:21][NH:22][S:23]([CH3:26])(=[O:25])=[O:24])=[CH:4][N:5]2[N:6]=[CH:7][N:8]=1. (2) Given the reactants Br[C:2]1[S:3][CH:4]=[C:5]([NH:7][C:8]([O:10][C:11]([CH3:14])([CH3:13])[CH3:12])=[O:9])[CH:6]=1.[C:15]([C:17]1[CH:22]=[CH:21][CH:20]=[CH:19][C:18]=1[NH:23][C:24]([NH2:26])=[O:25])#[CH:16], predict the reaction product. The product is: [C:11]([O:10][C:8](=[O:9])[NH:7][C:5]1[CH:6]=[C:2]([C:16]#[C:15][C:17]2[CH:22]=[CH:21][CH:20]=[CH:19][C:18]=2[NH:23][C:24]([NH2:26])=[O:25])[S:3][CH:4]=1)([CH3:14])([CH3:13])[CH3:12]. (3) Given the reactants [CH:1]1([CH2:4][O:5][C:6]2[N:11]=[C:10]([C:12]([OH:14])=O)[CH:9]=[CH:8][C:7]=2[CH:15]2[CH2:19][CH2:18][O:17][CH2:16]2)[CH2:3][CH2:2]1.C1(COC2N=C(C(O)=O)C=CC=2C2CCCO2)CC1.[NH2:39][C:40]([CH3:44])([CH3:43])[CH2:41][OH:42], predict the reaction product. The product is: [OH:42][CH2:41][C:40]([NH:39][C:12]([C:10]1[CH:9]=[CH:8][C:7]([CH:15]2[CH2:19][CH2:18][O:17][CH2:16]2)=[C:6]([O:5][CH2:4][CH:1]2[CH2:2][CH2:3]2)[N:11]=1)=[O:14])([CH3:44])[CH3:43]. (4) The product is: [CH:1]1([N:7]([CH2:21][CH2:22][CH:23]([CH3:28])[CH3:24])[C:8](=[O:20])[NH:9][C:10]2[S:11][C:12]([S:15][CH2:16][C:17]([OH:19])=[O:18])=[CH:13][N:14]=2)[CH2:2][CH2:3][CH2:4][CH2:5][CH2:6]1. Given the reactants [CH:1]1([N:7]([CH2:21][CH2:22][C:23]2[CH:28]=CC=C[CH:24]=2)[C:8](=[O:20])[NH:9][C:10]2[S:11][C:12]([S:15][CH2:16][C:17]([OH:19])=[O:18])=[CH:13][N:14]=2)[CH2:6][CH2:5][CH2:4][CH2:3][CH2:2]1.CC(C)CCN.C1(=O)CCCCC1, predict the reaction product. (5) The product is: [CH2:1]([O:3][C:4](=[O:18])[C:5]1[CH:10]=[C:9]([C:11]([F:14])([F:13])[F:12])[C:8]([CH2:15][N:28]2[CH2:29][CH2:30][C@@H:26]([N:25]([C:24]([O:23][C:19]([CH3:22])([CH3:21])[CH3:20])=[O:32])[CH3:31])[CH2:27]2)=[CH:7][C:6]=1[NH2:17])[CH3:2]. Given the reactants [CH2:1]([O:3][C:4](=[O:18])[C:5]1[CH:10]=[C:9]([C:11]([F:14])([F:13])[F:12])[C:8]([CH:15]=O)=[CH:7][C:6]=1[NH2:17])[CH3:2].[C:19]([O:23][C:24](=[O:32])[N:25]([CH3:31])[C@@H:26]1[CH2:30][CH2:29][NH:28][CH2:27]1)([CH3:22])([CH3:21])[CH3:20], predict the reaction product. (6) The product is: [CH2:29]([O:31][C:32]([C:34]1[C:39]([C:17]2[CH:12]=[CH:13][CH:14]=[C:15]([CH2:18][S:19][CH2:20][CH2:21][O:22][C:23]3[CH:24]=[CH:25][CH:26]=[CH:27][CH:28]=3)[CH:16]=2)=[CH:38][CH:37]=[CH:36][CH:35]=1)=[O:33])[CH3:30]. Given the reactants C(OC(C1C=C([C:12]2[CH:17]=[CH:16][C:15]([CH2:18][S:19][CH2:20][CH2:21][O:22][C:23]3[CH:28]=[CH:27][CH:26]=[CH:25][CH:24]=3)=[CH:14][CH:13]=2)C=CC=1)=O)C.[CH2:29]([O:31][C:32]([C:34]1[C:35](C2C=CC=C(CSCCO)C=2)=[CH:36][CH:37]=[CH:38][CH:39]=1)=[O:33])[CH3:30].C1(O)C=CC=CC=1.C1(P(C2C=CC=CC=2)C2C=CC=CC=2)C=CC=CC=1, predict the reaction product. (7) Given the reactants C[O:2][C:3]([CH2:5][C:6]1[CH:11]=[CH:10][C:9]([CH:12]2[CH2:17][CH2:16][N:15]([C:18]([O:20][C:21]([CH3:24])([CH3:23])[CH3:22])=[O:19])[CH2:14][CH:13]2[O:25][CH2:26][C:27]2[CH:36]=[CH:35][C:34]3[C:29](=[CH:30][CH:31]=[CH:32][CH:33]=3)[CH:28]=2)=[CH:8][CH:7]=1)=O.O.[NH2:38][NH2:39], predict the reaction product. The product is: [NH:38]([C:3]([CH2:5][C:6]1[CH:7]=[CH:8][C:9]([CH:12]2[CH2:17][CH2:16][N:15]([C:18]([O:20][C:21]([CH3:24])([CH3:23])[CH3:22])=[O:19])[CH2:14][CH:13]2[O:25][CH2:26][C:27]2[CH:36]=[CH:35][C:34]3[C:29](=[CH:30][CH:31]=[CH:32][CH:33]=3)[CH:28]=2)=[CH:10][CH:11]=1)=[O:2])[NH2:39]. (8) Given the reactants [Br:1][C:2]1[CH:3]=[C:4]([OH:8])[CH:5]=[CH:6][CH:7]=1.C(=O)([O-])[O-].[Cs+].[Cs+].Br[CH2:16][CH2:17][OH:18], predict the reaction product. The product is: [Br:1][C:2]1[CH:3]=[C:4]([CH:5]=[CH:6][CH:7]=1)[O:8][CH2:16][CH2:17][OH:18]. (9) The product is: [F:16][C:21]1[CH:20]=[C:19]([CH:25]([C:29]2[CH:34]=[CH:33][C:32]([C:35]([O:37][C:38]([CH3:39])([CH3:41])[CH3:40])=[O:36])=[CH:31][C:30]=2[NH2:42])[CH2:26][CH:27]=[O:28])[CH:24]=[CH:23][CH:22]=1. Given the reactants [N+](C1C=CC(C(C2C=CC=C([F:16])C=2)=O)=CC=1)([O-])=O.[C:19]1([CH:25]([C:29]2[CH:34]=[CH:33][C:32]([C:35]([O:37][C:38]([CH3:41])([CH3:40])[CH3:39])=[O:36])=[CH:31][C:30]=2[NH2:42])[CH2:26][CH:27]=[O:28])[CH:24]=[CH:23][CH:22]=[CH:21][CH:20]=1.C1(C(C2C=CC(C(OC(C)(C)C)=O)=CC=2N)CC(OCC)=O)C=CC=CC=1, predict the reaction product.